Task: Predict the reaction yield, written as a fraction of the theoretical maximum amount of product (1.0 means a 100% yield; for example, 0.34 means a 34% yield).. Dataset: Reaction yield outcomes from USPTO patents with 853,638 reactions (1) The reactants are Cl.Cl.Cl.[Cl:4][C:5]1[CH:6]=[N:7][C:8]2[NH:9][C:10]3[CH:11]=[N:12][CH:13]=[C:14]([CH:27]=3)[CH2:15][CH2:16][C:17]3[CH:25]=[C:21]([NH:22][C:23]=1[N:24]=2)[CH:20]=[CH:19][C:18]=3N.N([O-])=O.[Na+].[I-:32].[K+]. The catalyst is S(=O)(=O)(O)O.O. The product is [Cl:4][C:5]1[CH:6]=[N:7][C:8]2[NH:9][C:10]3[CH:11]=[N:12][CH:13]=[C:14]([CH:27]=3)[CH2:15][CH2:16][C:17]3[CH:25]=[C:21]([NH:22][C:23]=1[N:24]=2)[CH:20]=[CH:19][C:18]=3[I:32]. The yield is 0.640. (2) The reactants are N([O-])=O.[Na+].[ClH:5].[CH3:6][S:7][C:8]1[N:9]=[CH:10][C:11](N)=[N:12][CH:13]=1. The catalyst is O. The product is [Cl:5][C:11]1[CH:10]=[N:9][C:8]([S:7][CH3:6])=[CH:13][N:12]=1. The yield is 0.260. (3) The reactants are [ClH:1].N[CH2:3][C@H:4]([C:6]1[CH:11]=[CH:10][C:9]([C:12]2[C:13]3[C:14]4[CH:28]=[CH:27][S:26][C:15]=4[C:16](=[O:25])[NH:17][C:18]=3[C:19]([CH3:24])=[CH:20][C:21]=2[O:22][CH3:23])=[CH:8][C:7]=1[F:29])[CH3:5].[CH2:30]=O.[BH3-][C:33]#[N:34].[Na+]. The catalyst is CO.C1COCC1. The product is [ClH:1].[CH3:30][N:34]([CH3:33])[CH2:3][C@H:4]([C:6]1[CH:11]=[CH:10][C:9]([C:12]2[C:13]3[C:14]4[CH:28]=[CH:27][S:26][C:15]=4[C:16](=[O:25])[NH:17][C:18]=3[C:19]([CH3:24])=[CH:20][C:21]=2[O:22][CH3:23])=[CH:8][C:7]=1[F:29])[CH3:5]. The yield is 0.600. (4) The product is [Cl:6][C:7]1[CH:25]=[C:24]([C:26]([F:29])([F:28])[F:27])[CH:23]=[CH:22][C:8]=1[CH2:9][N:10]1[C:14]([C:15]([N:3]([O:4][CH3:5])[CH3:2])=[O:16])=[CH:13][C:12]([O:18][CH2:19][O:20][CH3:21])=[N:11]1. The reactants are Cl.[CH3:2][NH:3][O:4][CH3:5].[Cl:6][C:7]1[CH:25]=[C:24]([C:26]([F:29])([F:28])[F:27])[CH:23]=[CH:22][C:8]=1[CH2:9][N:10]1[C:14]([C:15](O)=[O:16])=[CH:13][C:12]([O:18][CH2:19][O:20][CH3:21])=[N:11]1.Cl.C(N=C=NCCCN(C)C)C.O.ON1C2C=CC=CC=2N=N1. The catalyst is CN(C)C=O.C(N(CC)CC)C. The yield is 0.930. (5) The reactants are [Cl-].[C:2]([O:6][C:7](=[O:10])[CH2:8][Zn+])([CH3:5])([CH3:4])[CH3:3].[Br:11][C:12]1[CH:13]=[C:14]2[C:25](=[CH:26][CH:27]=1)[O:24][C:17]1[C:18]([F:23])=[N:19][C:20]([Cl:22])=[CH:21][C:16]=1/[C:15]/2=[N:28]\[S:29]([C:31]([CH3:34])([CH3:33])[CH3:32])=[O:30]. The catalyst is C1COCC1.CCOC(C)=O. The product is [Br:11][C:12]1[CH:13]=[C:14]2[C:25](=[CH:26][CH:27]=1)[O:24][C:17]1[C:18]([F:23])=[N:19][C:20]([Cl:22])=[CH:21][C:16]=1[C:15]2([CH2:8][C:7]([O:6][C:2]([CH3:5])([CH3:4])[CH3:3])=[O:10])[NH:28][S:29]([C:31]([CH3:34])([CH3:33])[CH3:32])=[O:30]. The yield is 0.591. (6) The reactants are CC1(C)CCCC(C)(C)N1.C([Li])CCC.[F:16][C:17]1[CH:22]=[N:21][CH:20]=[CH:19][N:18]=1.[CH2:23]([Sn:27](Cl)([CH2:32][CH2:33][CH2:34][CH3:35])[CH2:28][CH2:29][CH2:30][CH3:31])[CH2:24][CH2:25][CH3:26]. The catalyst is O1CCCC1. The product is [F:16][C:17]1[C:22]([Sn:27]([CH2:28][CH2:29][CH2:30][CH3:31])([CH2:32][CH2:33][CH2:34][CH3:35])[CH2:23][CH2:24][CH2:25][CH3:26])=[N:21][CH:20]=[CH:19][N:18]=1. The yield is 0.270.